Dataset: Forward reaction prediction with 1.9M reactions from USPTO patents (1976-2016). Task: Predict the product of the given reaction. (1) Given the reactants [NH2:1][C:2]1[CH:7]=[CH:6][C:5]([Cl:8])=[CH:4][C:3]=1[C:9]([C:11]1[CH:16]=[CH:15][C:14]([Br:17])=[CH:13][CH:12]=1)=[O:10].[C:18](N1C=CN=C1)([N:20]1[CH:24]=[CH:23][N:22]=[CH:21]1)=[O:19].CCOCC.O, predict the reaction product. The product is: [Cl:8][C:5]1[CH:6]=[CH:7][C:2]([NH:1][C:18]([N:20]2[CH:24]=[CH:23][N:22]=[CH:21]2)=[O:19])=[C:3]([C:9](=[O:10])[C:11]2[CH:16]=[CH:15][C:14]([Br:17])=[CH:13][CH:12]=2)[CH:4]=1. (2) Given the reactants [Cl:1][C:2]1[CH:10]=[CH:9][CH:8]=[C:7]2[C:3]=1[C:4]([C:11]([NH:13][CH2:14][CH:15]1[CH2:20][CH2:19][C:18]([F:22])([F:21])[CH2:17][CH2:16]1)=[O:12])=[CH:5][NH:6]2.[CH3:23][N:24]1[CH2:29][CH2:28][O:27][CH2:26][CH:25]1[CH2:30]O, predict the reaction product. The product is: [Cl:1][C:2]1[CH:10]=[CH:9][CH:8]=[C:7]2[C:3]=1[C:4]([C:11]([NH:13][CH2:14][CH:15]1[CH2:20][CH2:19][C:18]([F:21])([F:22])[CH2:17][CH2:16]1)=[O:12])=[CH:5][N:6]2[CH2:30][CH:25]1[CH2:26][O:27][CH2:28][CH2:29][N:24]1[CH3:23]. (3) Given the reactants O[C:2]1([C:16]2[CH:21]=[CH:20][CH:19]=[C:18]([O:22][CH3:23])[CH:17]=2)[C:5](=[O:6])[C:4]([C:7]2[CH:12]=[CH:11][CH:10]=[C:9]([O:13][CH3:14])[CH:8]=2)=[C:3]1[CH3:15].C([SiH](CC)CC)C.C(O)(C(F)(F)F)=O, predict the reaction product. The product is: [CH3:15][C:3]1[CH:2]([C:16]2[CH:21]=[CH:20][CH:19]=[C:18]([O:22][CH3:23])[CH:17]=2)[C:5](=[O:6])[C:4]=1[C:7]1[CH:12]=[CH:11][CH:10]=[C:9]([O:13][CH3:14])[CH:8]=1. (4) The product is: [C:5]([C:18]1[CH:19]=[C:10]([Br:9])[CH:11]=[C:12]2[C:17]=1[O:16][C:15]([CH3:20])([CH3:21])[CH2:14][C:13]2([CH3:23])[CH3:22])(=[O:7])[CH3:6]. Given the reactants [Cl-].[Al+3].[Cl-].[Cl-].[C:5](Cl)(=[O:7])[CH3:6].[Br:9][C:10]1[CH:11]=[C:12]2[C:17](=[CH:18][CH:19]=1)[O:16][C:15]([CH3:21])([CH3:20])[CH2:14][C:13]2([CH3:23])[CH3:22], predict the reaction product. (5) Given the reactants [F:1][C:2]1[C:10]([O:11][CH3:12])=[CH:9][CH:8]=[CH:7][C:3]=1[C:4]([OH:6])=[O:5].[Br:13]Br, predict the reaction product. The product is: [Br:13][C:7]1[C:3]([C:4]([OH:6])=[O:5])=[C:2]([F:1])[C:10]([O:11][CH3:12])=[CH:9][CH:8]=1. (6) The product is: [N:4]1[CH:5]=[CH:6][CH:7]=[C:2]([C:1]2[S:8][C:14]([C:13]([OH:22])=[O:12])=[C:15]([C:16]([F:19])([F:18])[F:17])[N:9]=2)[CH:3]=1. Given the reactants [C:1]([NH2:9])(=[S:8])[C:2]1[CH:7]=[CH:6][CH:5]=[N:4][CH:3]=1.C([O:12][C:13](=[O:22])[CH:14](Cl)[C:15](=O)[C:16]([F:19])([F:18])[F:17])C.CCN(CC)CC, predict the reaction product.